This data is from Catalyst prediction with 721,799 reactions and 888 catalyst types from USPTO. The task is: Predict which catalyst facilitates the given reaction. Reactant: [CH3:1][N:2]([CH2:6][C:7]1[C:16]2[C:11](=[CH:12][CH:13]=[CH:14][CH:15]=2)[N:10]=[CH:9][CH:8]=1)[CH2:3][CH2:4][NH2:5].C(#N)C.[CH3:20][N:21]([CH3:76])[C@H:22]1[CH2:73][C@@H:72]([CH3:74])[O:71][CH:24]([O:25][C@@H:26]2[C@@H:42]([CH3:43])[C:41](=[O:44])[C@@H:40]([CH3:45])[C:39](=[O:46])[O:38][C@H:37]([CH2:47][CH3:48])[C@:36]3([CH2:49][CH3:50])[C@H:32](N(CCCCN4C5C(=NC=CC=5)N=C4)[C:34](=[O:51])[O:35]3)[C@@H:31]([CH3:65])[C:30](=[O:66])[C@H:29]([CH3:67])[CH2:28][C@@:27]2([O:69][CH3:70])[CH3:68])[C@@H:23]1[OH:75]. Product: [CH3:76][N:21]([CH3:20])[C@H:22]1[CH2:73][C@@H:72]([CH3:74])[O:71][CH:24]([O:25][C@@H:26]2[C@@H:42]([CH3:43])[C:41](=[O:44])[C@@H:40]([CH3:45])[C:39](=[O:46])[O:38][C@H:37]([CH2:47][CH3:48])[C@:36]3([CH2:49][CH3:50])[C@H:32]([N:5]([CH2:4][CH2:3][N:2]([CH3:1])[CH2:6][C:7]4[C:16]5[C:11](=[CH:12][CH:13]=[CH:14][CH:15]=5)[N:10]=[CH:9][CH:8]=4)[C:34](=[O:51])[O:35]3)[C@@H:31]([CH3:65])[C:30](=[O:66])[C@H:29]([CH3:67])[CH2:28][C@@:27]2([O:69][CH3:70])[CH3:68])[C@@H:23]1[OH:75]. The catalyst class is: 6.